Dataset: NCI-60 drug combinations with 297,098 pairs across 59 cell lines. Task: Regression. Given two drug SMILES strings and cell line genomic features, predict the synergy score measuring deviation from expected non-interaction effect. (1) Drug 1: CC1=C(C=C(C=C1)NC(=O)C2=CC=C(C=C2)CN3CCN(CC3)C)NC4=NC=CC(=N4)C5=CN=CC=C5. Drug 2: CC1C(C(CC(O1)OC2CC(CC3=C2C(=C4C(=C3O)C(=O)C5=C(C4=O)C(=CC=C5)OC)O)(C(=O)CO)O)N)O.Cl. Cell line: SF-295. Synergy scores: CSS=26.7, Synergy_ZIP=1.96, Synergy_Bliss=4.05, Synergy_Loewe=-21.4, Synergy_HSA=-0.971. (2) Drug 1: CC1CC2C3CCC4=CC(=O)C=CC4(C3(C(CC2(C1(C(=O)CO)O)C)O)F)C. Drug 2: C1CC(CCC1OC2=C(C(=CC=C2)Cl)F)(CC3=NC(=CC=C3)NC4=NC=CS4)C(=O)O. Cell line: HCT116. Synergy scores: CSS=17.4, Synergy_ZIP=-0.350, Synergy_Bliss=-2.43, Synergy_Loewe=-20.2, Synergy_HSA=-0.650. (3) Drug 1: C1CC(=O)NC(=O)C1N2C(=O)C3=CC=CC=C3C2=O. Drug 2: CC1C(C(CC(O1)OC2CC(CC3=C2C(=C4C(=C3O)C(=O)C5=C(C4=O)C(=CC=C5)OC)O)(C(=O)CO)O)N)O.Cl. Cell line: SF-268. Synergy scores: CSS=45.5, Synergy_ZIP=1.92, Synergy_Bliss=2.22, Synergy_Loewe=-30.5, Synergy_HSA=2.37. (4) Drug 1: CCC1=CC2CC(C3=C(CN(C2)C1)C4=CC=CC=C4N3)(C5=C(C=C6C(=C5)C78CCN9C7C(C=CC9)(C(C(C8N6C)(C(=O)OC)O)OC(=O)C)CC)OC)C(=O)OC.C(C(C(=O)O)O)(C(=O)O)O. Drug 2: CN(CCCl)CCCl.Cl. Cell line: 786-0. Synergy scores: CSS=12.7, Synergy_ZIP=-10.3, Synergy_Bliss=-6.67, Synergy_Loewe=-13.2, Synergy_HSA=-4.60. (5) Drug 1: CCC1=C2CN3C(=CC4=C(C3=O)COC(=O)C4(CC)O)C2=NC5=C1C=C(C=C5)O. Drug 2: COCCOC1=C(C=C2C(=C1)C(=NC=N2)NC3=CC=CC(=C3)C#C)OCCOC.Cl. Cell line: MOLT-4. Synergy scores: CSS=53.9, Synergy_ZIP=-1.30, Synergy_Bliss=-2.10, Synergy_Loewe=-47.0, Synergy_HSA=-2.54.